This data is from Catalyst prediction with 721,799 reactions and 888 catalyst types from USPTO. The task is: Predict which catalyst facilitates the given reaction. (1) Reactant: [CH:1]([N:14]1[CH2:19][CH2:18][N:17]([NH:20][C:21]([C@@H:23]2[CH2:28][NH:27][CH2:26][CH2:25][N:24]2[S:29]([C:32]2[CH:37]=[CH:36][C:35]([O:38][CH3:39])=[C:34]([O:40][CH3:41])[CH:33]=2)(=[O:31])=[O:30])=[O:22])[CH2:16][CH2:15]1)([C:8]1[CH:13]=[CH:12][CH:11]=[CH:10][CH:9]=1)[C:2]1[CH:7]=[CH:6][CH:5]=[CH:4][CH:3]=1.[O:42]([C:49]1[CH:57]=[CH:56][C:52]([C:53](O)=[O:54])=[CH:51][CH:50]=1)[C:43]1[CH:48]=[CH:47][CH:46]=[CH:45][CH:44]=1.C(N(CC)C(C)C)(C)C.C1CN([P+](ON2N=NC3C=CC=CC2=3)(N2CCCC2)N2CCCC2)CC1.F[P-](F)(F)(F)(F)F. Product: [CH:1]([N:14]1[CH2:19][CH2:18][N:17]([NH:20][C:21]([C@@H:23]2[CH2:28][N:27]([C:53](=[O:54])[C:52]3[CH:51]=[CH:50][C:49]([O:42][C:43]4[CH:48]=[CH:47][CH:46]=[CH:45][CH:44]=4)=[CH:57][CH:56]=3)[CH2:26][CH2:25][N:24]2[S:29]([C:32]2[CH:37]=[CH:36][C:35]([O:38][CH3:39])=[C:34]([O:40][CH3:41])[CH:33]=2)(=[O:31])=[O:30])=[O:22])[CH2:16][CH2:15]1)([C:2]1[CH:7]=[CH:6][CH:5]=[CH:4][CH:3]=1)[C:8]1[CH:13]=[CH:12][CH:11]=[CH:10][CH:9]=1. The catalyst class is: 2. (2) Reactant: [C:1]([N:5]1[C:9]([Cl:10])=[C:8]([CH:11]=[O:12])[C:7]([C:13]([F:16])([F:15])[F:14])=[N:6]1)([CH3:4])([CH3:3])[CH3:2].[BH4-].[Na+].O. Product: [C:1]([N:5]1[C:9]([Cl:10])=[C:8]([CH2:11][OH:12])[C:7]([C:13]([F:14])([F:16])[F:15])=[N:6]1)([CH3:4])([CH3:2])[CH3:3]. The catalyst class is: 5. (3) Product: [CH3:5][CH:4]([N:6]1[C:14]2[CH:13]=[C:12]([S:15]([N:18]3[CH2:19][CH2:20][O:21][CH2:22][CH2:23]3)(=[O:16])=[O:17])[CH:11]=[C:10]([C:24]([OH:26])=[O:25])[C:9]=2[CH:8]=[N:7]1)[CH3:3]. Reactant: [OH-].[Na+].[CH3:3][CH:4]([N:6]1[C:14]2[CH:13]=[C:12]([S:15]([N:18]3[CH2:23][CH2:22][O:21][CH2:20][CH2:19]3)(=[O:17])=[O:16])[CH:11]=[C:10]([C:24]([O:26]C)=[O:25])[C:9]=2[CH:8]=[N:7]1)[CH3:5]. The catalyst class is: 8. (4) Reactant: [O:1]1[C:5]2[CH:6]=[CH:7][C:8]([CH2:10][CH2:11][O:12][CH2:13][C:14]([N:16]3[CH2:20][CH2:19][CH:18]([OH:21])[CH2:17]3)=O)=[CH:9][C:4]=2[CH:3]=[CH:2]1.Cl.O.[OH-].[Na+]. Product: [O:1]1[C:5]2[CH:6]=[CH:7][C:8]([CH2:10][CH2:11][O:12][CH2:13][CH2:14][N:16]3[CH2:20][CH2:19][CH:18]([OH:21])[CH2:17]3)=[CH:9][C:4]=2[CH:3]=[CH:2]1. The catalyst class is: 54. (5) Reactant: C(N(CC)CC)C.[C:8](Cl)(=[O:16])[O:9][C:10]1[CH:15]=[CH:14][CH:13]=[CH:12][CH:11]=1.[Cl:18][CH2:19][CH2:20][CH2:21][NH:22][C:23]1[CH:28]=[CH:27][C:26]([F:29])=[CH:25][CH:24]=1.O. Product: [Cl:18][CH2:19][CH2:20][CH2:21][N:22]([C:23]1[CH:24]=[CH:25][C:26]([F:29])=[CH:27][CH:28]=1)[C:8](=[O:16])[O:9][C:10]1[CH:15]=[CH:14][CH:13]=[CH:12][CH:11]=1. The catalyst class is: 1. (6) Reactant: [F:1][C:2]1[CH:28]=[CH:27][C:5]([NH:6][C:7]2[CH:19]=[C:18]([C:20]3[CH:25]=[CH:24][C:23]([OH:26])=[CH:22][CH:21]=3)[CH:17]=[CH:16][C:8]=2[C:9]([O:11]C(C)(C)C)=[O:10])=[CH:4][CH:3]=1. Product: [F:1][C:2]1[CH:28]=[CH:27][C:5]([NH:6][C:7]2[CH:19]=[C:18]([C:20]3[CH:25]=[CH:24][C:23]([OH:26])=[CH:22][CH:21]=3)[CH:17]=[CH:16][C:8]=2[C:9]([OH:11])=[O:10])=[CH:4][CH:3]=1. The catalyst class is: 55.